This data is from Catalyst prediction with 721,799 reactions and 888 catalyst types from USPTO. The task is: Predict which catalyst facilitates the given reaction. (1) Reactant: [NH2:1][C:2]1[C:3]([C:15]([NH2:17])=[O:16])=[N:4][N:5]([C:7]2[CH:12]=[CH:11][C:10]([Br:13])=[C:9]([F:14])[CH:8]=2)[CH:6]=1.C(O)(=O)C.CC(O)C.[O-:26][C:27]#[N:28].[K+]. Product: [NH2:28][C:27]([NH:1][C:2]1[C:3]([C:15]([NH2:17])=[O:16])=[N:4][N:5]([C:7]2[CH:12]=[CH:11][C:10]([Br:13])=[C:9]([F:14])[CH:8]=2)[CH:6]=1)=[O:26]. The catalyst class is: 6. (2) Reactant: [H-].[Na+].[N:3]1[CH:8]=[CH:7][CH:6]=[CH:5][C:4]=1[CH2:9][OH:10].[NH2:11][C:12]1[N:17]=[C:16](S(C)(=O)=O)[C:15]([C:22]2[CH:23]=[CH:24][C:25](=[O:31])[N:26]([CH:28]([CH3:30])[CH3:29])[N:27]=2)=[C:14]([C:32]2[CH:37]=[CH:36][CH:35]=[CH:34][CH:33]=2)[N:13]=1.O. Product: [NH2:11][C:12]1[N:13]=[C:14]([C:32]2[CH:33]=[CH:34][CH:35]=[CH:36][CH:37]=2)[C:15]([C:22]2[CH:23]=[CH:24][C:25](=[O:31])[N:26]([CH:28]([CH3:29])[CH3:30])[N:27]=2)=[C:16]([O:10][CH2:9][C:4]2[CH:5]=[CH:6][CH:7]=[CH:8][N:3]=2)[N:17]=1. The catalyst class is: 80. (3) Reactant: [N:1]1([CH2:10][C:11]([C:13]2[CH:18]=[CH:17][CH:16]=[C:15]([O:19][CH3:20])[CH:14]=2)=[O:12])[C:5]2[CH:6]=[CH:7][CH:8]=[CH:9][C:4]=2[N:3]=[N:2]1.[CH3:21][O:22][C:23]1[CH:30]=[CH:29][C:26]([CH:27]=O)=[CH:25][CH:24]=1.N1CCCCC1. Product: [N:1]1([C:10](=[CH:27][C:26]2[CH:29]=[CH:30][C:23]([O:22][CH3:21])=[CH:24][CH:25]=2)[C:11]([C:13]2[CH:18]=[CH:17][CH:16]=[C:15]([O:19][CH3:20])[CH:14]=2)=[O:12])[C:5]2[CH:6]=[CH:7][CH:8]=[CH:9][C:4]=2[N:3]=[N:2]1. The catalyst class is: 815.